From a dataset of Full USPTO retrosynthesis dataset with 1.9M reactions from patents (1976-2016). Predict the reactants needed to synthesize the given product. The reactants are: [CH3:1][O:2][C:3]1[CH:4]=[C:5]([CH:15]=[CH:16][CH:17]=1)[O:6][C:7]1[CH:14]=[CH:13][C:10]([C:11]#[N:12])=[CH:9][CH:8]=1.[H-].[Al+3].[Li+].[H-].[H-].[H-].C1COCC1.[OH-].[Na+]. Given the product [CH3:1][O:2][C:3]1[CH:4]=[C:5]([CH:15]=[CH:16][CH:17]=1)[O:6][C:7]1[CH:14]=[CH:13][C:10]([CH2:11][NH2:12])=[CH:9][CH:8]=1, predict the reactants needed to synthesize it.